Dataset: Serine/threonine kinase 33 screen with 319,792 compounds. Task: Binary Classification. Given a drug SMILES string, predict its activity (active/inactive) in a high-throughput screening assay against a specified biological target. (1) The molecule is Clc1ccc(C(=O)c2c(N3CCOCC3)ccc([N+]([O-])=O)c2)cc1. The result is 0 (inactive). (2) The compound is Clc1cc2/C(c3c(Sc2cc1F)cccc3)=C\CCN(C)C. The result is 0 (inactive). (3) The compound is s1c(c(NC(=O)c2c(OCC)cccc2)cc1)C(OC)=O. The result is 0 (inactive). (4) The molecule is S(=O)(=O)(NCCCN1CCOCC1)c1cc2c(cc1)cccc2. The result is 0 (inactive). (5) The molecule is O=C(N(CCCC)C)c1nc2n(c1CNCCCn1nnc3c1cccc3)cccc2. The result is 0 (inactive). (6) The molecule is S(=O)(=O)(NCCSCc1ccc(cc1)C)c1ccc([N+]([O-])=O)cc1. The result is 0 (inactive). (7) The molecule is Clc1c(nc(Cl)cc1)C(OCC(=O)N(CCC#N)c1ccccc1)=O. The result is 0 (inactive).